From a dataset of Catalyst prediction with 721,799 reactions and 888 catalyst types from USPTO. Predict which catalyst facilitates the given reaction. Reactant: [NH2:1][C:2]1[CH:7]=[CH:6][CH:5]=[CH:4][CH:3]=1.C(=O)([O-])[O-].[K+].[K+].[Cl:14][CH2:15][C:16](Cl)=[O:17]. Product: [Cl:14][CH2:15][C:16]([NH:1][C:2]1[CH:7]=[CH:6][CH:5]=[CH:4][CH:3]=1)=[O:17]. The catalyst class is: 22.